From a dataset of Forward reaction prediction with 1.9M reactions from USPTO patents (1976-2016). Predict the product of the given reaction. (1) Given the reactants [NH:1]1[CH2:4][CH:3]([C:5]([N:7]2[CH2:11][CH2:10][C:9]([F:13])([F:12])[CH2:8]2)=[O:6])[CH2:2]1.[F:14][C:15]1[CH:23]=[CH:22][C:21]([CH:24]=[O:25])=[CH:20][C:16]=1[C:17](O)=[O:18].F[P-](F)(F)(F)(F)F.N1(OC(N(C)C)=[N+](C)C)C2C=CC=CC=2N=N1.C(N(CC)C(C)C)(C)C, predict the reaction product. The product is: [F:12][C:9]1([F:13])[CH2:10][CH2:11][N:7]([C:5]([CH:3]2[CH2:4][N:1]([C:17]([C:16]3[CH:20]=[C:21]([CH:22]=[CH:23][C:15]=3[F:14])[CH:24]=[O:25])=[O:18])[CH2:2]2)=[O:6])[CH2:8]1. (2) Given the reactants [CH3:1][N-:2][S:3](=[O:9])(=[O:8])[NH:4]C(C)C.[OH-].[Na+].Cl[C:13]1[C:21]([N+:22]([O-:24])=[O:23])=[C:20]([F:25])[CH:19]=[CH:18][C:14]=1[C:15](Cl)=[O:16].[CH3:26][CH2:27][CH2:28]C(C)C.[ClH:32], predict the reaction product. The product is: [Cl:32][C:18]1[CH:19]=[C:20]([F:25])[C:21]([N+:22]([O-:24])=[O:23])=[CH:13][C:14]=1[C:15]([NH:4][S:3]([N:2]([CH:27]([CH3:28])[CH3:26])[CH3:1])(=[O:9])=[O:8])=[O:16]. (3) Given the reactants [NH2:1][C:2]1[CH:3]=[C:4]([CH:8]=[CH:9][C:10]=1[O:11][CH3:12])[C:5]([OH:7])=O.[C:13](Cl)(=[O:16])[CH2:14][CH3:15].[CH3:18][O:19][C:20]1[CH:26]=[CH:25][C:23]([NH2:24])=[CH:22][CH:21]=1, predict the reaction product. The product is: [CH3:18][O:19][C:20]1[CH:26]=[CH:25][C:23]([NH:24][C:5](=[O:7])[C:4]2[CH:8]=[CH:9][C:10]([O:11][CH3:12])=[C:2]([NH:1][C:13](=[O:16])[CH2:14][CH3:15])[CH:3]=2)=[CH:22][CH:21]=1.